This data is from Peptide-MHC class I binding affinity with 185,985 pairs from IEDB/IMGT. The task is: Regression. Given a peptide amino acid sequence and an MHC pseudo amino acid sequence, predict their binding affinity value. This is MHC class I binding data. (1) The peptide sequence is WKAIGAYIL. The MHC is HLA-A69:01 with pseudo-sequence HLA-A69:01. The binding affinity (normalized) is 0.0847. (2) The peptide sequence is SSDLKKLMH. The MHC is HLA-A02:01 with pseudo-sequence HLA-A02:01. The binding affinity (normalized) is 0.181. (3) The peptide sequence is VSIFLHLV. The MHC is H-2-Kb with pseudo-sequence H-2-Kb. The binding affinity (normalized) is 0.338. (4) The peptide sequence is RPALVFDIT. The MHC is HLA-B08:01 with pseudo-sequence HLA-B08:01. The binding affinity (normalized) is 0.263.